Dataset: Catalyst prediction with 721,799 reactions and 888 catalyst types from USPTO. Task: Predict which catalyst facilitates the given reaction. (1) Reactant: [SH:1][C:2]1[NH:6][N:5]=[N:4][CH:3]=1.I[CH2:8][CH2:9][CH2:10][CH2:11]I. Product: [N:4]1[CH:3]=[C:2]([S:1][CH2:8][CH2:9][CH2:10][CH2:11][S:1][C:2]2[NH:6][N:5]=[N:4][CH:3]=2)[NH:6][N:5]=1. The catalyst class is: 8. (2) Reactant: Cl.Cl[C:3]1[C:12]2[C:7](=[CH:8][CH:9]=[C:10]([O:13][CH:14]3[CH2:19][CH2:18][N:17]([C:20](=[O:25])[CH2:21][N:22]([CH3:24])[CH3:23])[CH2:16][CH2:15]3)[CH:11]=2)[N:6]=[CH:5][N:4]=1.[Cl:26][C:27]1[CH:28]=[C:29]([CH:31]=[CH:32][C:33]=1[O:34][CH2:35][C:36]1[CH:41]=[N:40][CH:39]=[CH:38][N:37]=1)[NH2:30]. Product: [Cl:26][C:27]1[CH:28]=[C:29]([NH:30][C:3]2[C:12]3[C:7](=[CH:8][CH:9]=[C:10]([O:13][CH:14]4[CH2:19][CH2:18][N:17]([C:20](=[O:25])[CH2:21][N:22]([CH3:23])[CH3:24])[CH2:16][CH2:15]4)[CH:11]=3)[N:6]=[CH:5][N:4]=2)[CH:31]=[CH:32][C:33]=1[O:34][CH2:35][C:36]1[CH:41]=[N:40][CH:39]=[CH:38][N:37]=1. The catalyst class is: 32.